Dataset: Catalyst prediction with 721,799 reactions and 888 catalyst types from USPTO. Task: Predict which catalyst facilitates the given reaction. (1) Reactant: Cl[C:2]1[N:11]=[C:10]([NH2:12])[C:9]2[C:4](=[CH:5][CH:6]=[C:7]([CH3:13])[CH:8]=2)[N:3]=1.[S:14]1[C:20]2[CH:21]=[CH:22][CH:23]=[CH:24][C:19]=2[CH2:18][NH:17][CH2:16][CH2:15]1. Product: [S:14]1[C:20]2[CH:21]=[CH:22][CH:23]=[CH:24][C:19]=2[CH2:18][N:17]([C:2]2[N:11]=[C:10]([NH2:12])[C:9]3[C:4](=[CH:5][CH:6]=[C:7]([CH3:13])[CH:8]=3)[N:3]=2)[CH2:16][CH2:15]1. The catalyst class is: 51. (2) Reactant: [C:1]([O:5][C:6](=[O:28])[C:7]1[CH:12]=[CH:11][C:10]([C:13]2[CH2:17][C:16]([C:19]3[CH:24]=[C:23]([Cl:25])[CH:22]=[C:21]([Cl:26])[CH:20]=3)([CH3:18])[O:15][N:14]=2)=[CH:9][C:8]=1[CH3:27])([CH3:4])([CH3:3])[CH3:2].C[Si](C)(C)N[Si](C)(C)C.[Li].Cl[C:40]([O:42][CH3:43])=[O:41]. Product: [CH3:43][O:42][C:40]([N:14]1[C:13]([C:10]2[CH:11]=[CH:12][C:7]([C:6]([O:5][C:1]([CH3:4])([CH3:2])[CH3:3])=[O:28])=[C:8]([CH3:27])[CH:9]=2)=[CH:17][C:16]([C:19]2[CH:20]=[C:21]([Cl:26])[CH:22]=[C:23]([Cl:25])[CH:24]=2)([CH3:18])[O:15]1)=[O:41]. The catalyst class is: 7.